This data is from Peptide-MHC class II binding affinity with 134,281 pairs from IEDB. The task is: Regression. Given a peptide amino acid sequence and an MHC pseudo amino acid sequence, predict their binding affinity value. This is MHC class II binding data. (1) The peptide sequence is YISAIVQGERMDEPIPA. The MHC is DRB4_0101 with pseudo-sequence DRB4_0103. The binding affinity (normalized) is 0.136. (2) The peptide sequence is GWIISNIFGAIPVLG. The MHC is DRB1_1602 with pseudo-sequence DRB1_1602. The binding affinity (normalized) is 0.871. (3) The peptide sequence is ERLAVMGDTAWDFSS. The MHC is DRB1_1301 with pseudo-sequence DRB1_1301. The binding affinity (normalized) is 0.216.